From a dataset of Full USPTO retrosynthesis dataset with 1.9M reactions from patents (1976-2016). Predict the reactants needed to synthesize the given product. (1) Given the product [C:21]([C@@:1]1([N:10]2[C:20]3[N:19]=[C:17]([NH2:18])[NH:16][C:14](=[O:15])[C:13]=3[N:12]=[CH:11]2)[O:9][C@H:6]([CH2:7][OH:8])[C@@H:4]([OH:5])[C@H:2]1[OH:3])(=[O:28])[C:22]1[CH:27]=[CH:26][CH:25]=[CH:24][CH:23]=1, predict the reactants needed to synthesize it. The reactants are: [C@@H:1]1([N:10]2[C:20]3[N:19]=[C:17]([NH2:18])[NH:16][C:14](=[O:15])[C:13]=3[N:12]=[CH:11]2)[O:9][C@H:6]([CH2:7][OH:8])[C@@H:4]([OH:5])[C@H:2]1[OH:3].[C:21](Cl)(=[O:28])[C:22]1[CH:27]=[CH:26][CH:25]=[CH:24][CH:23]=1.C(=O)(O)[O-].[Na+]. (2) Given the product [CH:16]([O:10][C:9](=[O:11])[C:8]1[CH:12]=[CH:13][CH:14]=[C:6]([Br:5])[C:7]=1[CH3:15])([CH3:20])[CH3:17], predict the reactants needed to synthesize it. The reactants are: S(Cl)(Cl)=O.[Br:5][C:6]1[C:7]([CH3:15])=[C:8]([CH:12]=[CH:13][CH:14]=1)[C:9]([OH:11])=[O:10].[CH2:16]1[CH2:20]OC[CH2:17]1. (3) Given the product [C:10]([NH2:4])(=[O:18])[CH2:11][CH2:12][CH2:13][CH2:14][CH2:15][CH2:16][CH3:17], predict the reactants needed to synthesize it. The reactants are: C([N:4](C(C)C)CC)(C)C.[C:10](Cl)(=[O:18])[CH2:11][CH2:12][CH2:13][CH2:14][CH2:15][CH2:16][CH3:17].[OH-].[Na+].